From a dataset of Peptide-MHC class II binding affinity with 134,281 pairs from IEDB. Regression. Given a peptide amino acid sequence and an MHC pseudo amino acid sequence, predict their binding affinity value. This is MHC class II binding data. (1) The peptide sequence is MYKECEWPLTHTIGT. The MHC is HLA-DQA10501-DQB10303 with pseudo-sequence HLA-DQA10501-DQB10303. The binding affinity (normalized) is 0.220. (2) The peptide sequence is CAWTIVRVEILRNFY. The MHC is DRB1_0401 with pseudo-sequence DRB1_0401. The binding affinity (normalized) is 0.532. (3) The peptide sequence is VCGMFTNRSGSQQW. The MHC is HLA-DQA10102-DQB10502 with pseudo-sequence HLA-DQA10102-DQB10502. The binding affinity (normalized) is 0. (4) The peptide sequence is ISYGGGWRLSAQWQK. The MHC is DRB1_0101 with pseudo-sequence DRB1_0101. The binding affinity (normalized) is 0.544. (5) The peptide sequence is TDDNEEPIAAYHFDL. The MHC is HLA-DQA10102-DQB10502 with pseudo-sequence HLA-DQA10102-DQB10502. The binding affinity (normalized) is 0.162. (6) The peptide sequence is GQHTLPRCWLIRNGS. The MHC is DRB1_0401 with pseudo-sequence DRB1_0401. The binding affinity (normalized) is 0.359.